From a dataset of Catalyst prediction with 721,799 reactions and 888 catalyst types from USPTO. Predict which catalyst facilitates the given reaction. (1) Reactant: [C:1]([O:5][C:6](=[O:41])[CH2:7][CH2:8][CH2:9][O:10][C:11]1[CH:16]=[C:15]([Cl:17])[C:14](C2OC(C)(C)C(C)(C)O2)=[CH:13][C:12]=1[S:27]([N:30]1[CH2:36][CH2:35][CH2:34][CH2:33][C:32]2[CH:37]=[CH:38][CH:39]=[CH:40][C:31]1=2)(=[O:29])=[O:28])([CH3:4])([CH3:3])[CH3:2].Br[C:43]1[C:48]([C:49]#[N:50])=[CH:47][C:46]([C:51]([F:54])([F:53])[F:52])=[N:45][CH:44]=1.C([O-])([O-])=O.[K+].[K+]. Product: [C:1]([O:5][C:6](=[O:41])[CH2:7][CH2:8][CH2:9][O:10][C:11]1[CH:16]=[C:15]([Cl:17])[C:14]([C:43]2[CH:44]=[N:45][C:46]([C:51]([F:54])([F:53])[F:52])=[CH:47][C:48]=2[C:49]#[N:50])=[CH:13][C:12]=1[S:27]([N:30]1[CH2:36][CH2:35][CH2:34][CH2:33][C:32]2[CH:37]=[CH:38][CH:39]=[CH:40][C:31]1=2)(=[O:29])=[O:28])([CH3:4])([CH3:2])[CH3:3]. The catalyst class is: 70. (2) Reactant: [CH3:1][O:2][CH2:3][CH2:4][O:5][C:6]1[CH:11]=[C:10]([C:12]([O:14]C)=[O:13])[CH:9]=[CH:8][N:7]=1.[OH-].[Na+]. Product: [CH3:1][O:2][CH2:3][CH2:4][O:5][C:6]1[CH:11]=[C:10]([C:12]([OH:14])=[O:13])[CH:9]=[CH:8][N:7]=1. The catalyst class is: 12. (3) Reactant: [NH2:1][CH2:2][C@@:3]([NH:9][C@H](C1C=CC=CC=1)CO)([CH3:8])[C:4]([F:7])([F:6])[F:5].[ClH:19]. Product: [ClH:19].[ClH:19].[F:5][C:4]([F:7])([F:6])[C@@:3]([CH3:8])([NH2:9])[CH2:2][NH2:1]. The catalyst class is: 105.